Dataset: NCI-60 drug combinations with 297,098 pairs across 59 cell lines. Task: Regression. Given two drug SMILES strings and cell line genomic features, predict the synergy score measuring deviation from expected non-interaction effect. (1) Drug 2: C1=NC2=C(N=C(N=C2N1C3C(C(C(O3)CO)O)F)Cl)N. Synergy scores: CSS=6.46, Synergy_ZIP=-2.58, Synergy_Bliss=2.30, Synergy_Loewe=0.978, Synergy_HSA=1.28. Drug 1: C1CC(C1)(C(=O)O)C(=O)O.[NH2-].[NH2-].[Pt+2]. Cell line: NCI-H226. (2) Drug 1: C1CCC(C1)C(CC#N)N2C=C(C=N2)C3=C4C=CNC4=NC=N3. Drug 2: C1=CC(=CC=C1CC(C(=O)O)N)N(CCCl)CCCl.Cl. Cell line: OVCAR3. Synergy scores: CSS=15.3, Synergy_ZIP=-0.301, Synergy_Bliss=0.799, Synergy_Loewe=-10.5, Synergy_HSA=-3.70. (3) Drug 1: CC12CCC(CC1=CCC3C2CCC4(C3CC=C4C5=CN=CC=C5)C)O. Drug 2: C1C(C(OC1N2C=NC3=C2NC=NCC3O)CO)O. Cell line: U251. Synergy scores: CSS=8.97, Synergy_ZIP=-3.24, Synergy_Bliss=-1.73, Synergy_Loewe=-0.194, Synergy_HSA=-0.487. (4) Drug 1: C1CCC(C1)C(CC#N)N2C=C(C=N2)C3=C4C=CNC4=NC=N3. Drug 2: COC1=CC(=CC(=C1O)OC)C2C3C(COC3=O)C(C4=CC5=C(C=C24)OCO5)OC6C(C(C7C(O6)COC(O7)C8=CC=CS8)O)O. Cell line: SK-MEL-5. Synergy scores: CSS=2.84, Synergy_ZIP=-4.38, Synergy_Bliss=-1.03, Synergy_Loewe=-40.4, Synergy_HSA=-15.7. (5) Drug 1: C1CCC(CC1)NC(=O)N(CCCl)N=O. Drug 2: C1C(C(OC1N2C=NC(=NC2=O)N)CO)O. Cell line: A549. Synergy scores: CSS=8.31, Synergy_ZIP=-6.45, Synergy_Bliss=4.18, Synergy_Loewe=1.94, Synergy_HSA=3.43. (6) Drug 1: CC12CCC(CC1=CCC3C2CCC4(C3CC=C4C5=CN=CC=C5)C)O. Drug 2: CCC1(CC2CC(C3=C(CCN(C2)C1)C4=CC=CC=C4N3)(C5=C(C=C6C(=C5)C78CCN9C7C(C=CC9)(C(C(C8N6C)(C(=O)OC)O)OC(=O)C)CC)OC)C(=O)OC)O.OS(=O)(=O)O. Cell line: NCI-H226. Synergy scores: CSS=42.0, Synergy_ZIP=8.55, Synergy_Bliss=10.6, Synergy_Loewe=-12.3, Synergy_HSA=9.92. (7) Drug 1: CC1=C(C(=CC=C1)Cl)NC(=O)C2=CN=C(S2)NC3=CC(=NC(=N3)C)N4CCN(CC4)CCO. Drug 2: C1CC(=O)NC(=O)C1N2C(=O)C3=CC=CC=C3C2=O. Cell line: COLO 205. Synergy scores: CSS=2.40, Synergy_ZIP=4.67, Synergy_Bliss=2.19, Synergy_Loewe=5.65, Synergy_HSA=-2.54. (8) Drug 1: C1C(C(OC1N2C=C(C(=O)NC2=O)F)CO)O. Drug 2: CN(CCCl)CCCl.Cl. Cell line: HCC-2998. Synergy scores: CSS=34.8, Synergy_ZIP=-7.36, Synergy_Bliss=-9.35, Synergy_Loewe=-10.8, Synergy_HSA=-3.47. (9) Cell line: SK-OV-3. Drug 2: CC1=C2C(C(=O)C3(C(CC4C(C3C(C(C2(C)C)(CC1OC(=O)C(C(C5=CC=CC=C5)NC(=O)OC(C)(C)C)O)O)OC(=O)C6=CC=CC=C6)(CO4)OC(=O)C)O)C)O. Synergy scores: CSS=44.2, Synergy_ZIP=-2.61, Synergy_Bliss=-0.699, Synergy_Loewe=-6.11, Synergy_HSA=1.81. Drug 1: C1=C(C(=O)NC(=O)N1)N(CCCl)CCCl.